From a dataset of Full USPTO retrosynthesis dataset with 1.9M reactions from patents (1976-2016). Predict the reactants needed to synthesize the given product. (1) Given the product [CH3:1][N:2]1[C:10]2[C:5](=[CH:6][CH:7]=[CH:8][CH:9]=2)[C:4]([C:11]([OH:13])=[O:12])=[N:3]1, predict the reactants needed to synthesize it. The reactants are: [CH3:1][N:2]1[C:10]2[C:5](=[CH:6][CH:7]=[CH:8][CH:9]=2)[C:4]([C:11]([O:13]C)=[O:12])=[N:3]1.[OH-].[Na+]. (2) Given the product [C:45]([N:36]([CH3:37])[C:34]([C:24]1[C:23]2[CH:38]=[C:19]([C:16]3[CH:17]=[CH:18][C:13]4[O:12][CH2:11][N:6]5[C:7]6[CH:8]=[CH:9][CH:10]=[C:2]([F:1])[C:3]=6[CH:4]=[C:5]5[C:14]=4[N:15]=3)[C:20]([N:39]([CH3:44])[S:40]([CH3:43])(=[O:42])=[O:41])=[CH:21][C:22]=2[O:26][C:25]=1[C:27]1[CH:28]=[CH:29][C:30]([F:33])=[CH:31][CH:32]=1)=[O:35])(=[O:47])[CH3:46], predict the reactants needed to synthesize it. The reactants are: [F:1][C:2]1[C:3]2[CH:4]=[C:5]3[C:14]4[N:15]=[C:16]([C:19]5[C:20]([N:39]([CH3:44])[S:40]([CH3:43])(=[O:42])=[O:41])=[CH:21][C:22]6[O:26][C:25]([C:27]7[CH:32]=[CH:31][C:30]([F:33])=[CH:29][CH:28]=7)=[C:24]([C:34]([NH:36][CH3:37])=[O:35])[C:23]=6[CH:38]=5)[CH:17]=[CH:18][C:13]=4[O:12][CH2:11][N:6]3[C:7]=2[CH:8]=[CH:9][CH:10]=1.[C:45](Cl)(=[O:47])[CH3:46].COC(O[Si](C)(C)C)=C(C)C. (3) Given the product [F:3][C:4]1[CH:5]=[CH:6][C:7]2[N:12]([CH3:16])[C:11](=[O:13])[O:10][C:9](=[O:14])[C:8]=2[CH:15]=1, predict the reactants needed to synthesize it. The reactants are: [H-].[Na+].[F:3][C:4]1[CH:5]=[CH:6][C:7]2[NH:12][C:11](=[O:13])[O:10][C:9](=[O:14])[C:8]=2[CH:15]=1.[CH3:16]I. (4) Given the product [Cl:14][C:12]1[N:11]=[C:10]2[C:6]([N:7]=[CH:8][N:9]2[CH:15]2[CH2:19][CH2:18][CH2:17][CH2:16]2)=[C:5]([NH:4][CH2:3][CH2:2][NH:1][S:33]([CH:31]([CH3:32])[CH3:30])(=[O:35])=[O:34])[N:13]=1, predict the reactants needed to synthesize it. The reactants are: [NH2:1][CH2:2][CH2:3][NH:4][C:5]1[N:13]=[C:12]([Cl:14])[N:11]=[C:10]2[C:6]=1[N:7]=[CH:8][N:9]2[CH:15]1[CH2:19][CH2:18][CH2:17][CH2:16]1.C(Cl)Cl.C(N(CC)CC)C.[CH3:30][CH:31]([S:33](Cl)(=[O:35])=[O:34])[CH3:32].